Dataset: NCI-60 drug combinations with 297,098 pairs across 59 cell lines. Task: Regression. Given two drug SMILES strings and cell line genomic features, predict the synergy score measuring deviation from expected non-interaction effect. (1) Drug 1: CC(C1=C(C=CC(=C1Cl)F)Cl)OC2=C(N=CC(=C2)C3=CN(N=C3)C4CCNCC4)N. Drug 2: CS(=O)(=O)C1=CC(=C(C=C1)C(=O)NC2=CC(=C(C=C2)Cl)C3=CC=CC=N3)Cl. Cell line: K-562. Synergy scores: CSS=50.6, Synergy_ZIP=-3.39, Synergy_Bliss=-3.82, Synergy_Loewe=-32.0, Synergy_HSA=-3.71. (2) Drug 1: CCCS(=O)(=O)NC1=C(C(=C(C=C1)F)C(=O)C2=CNC3=C2C=C(C=N3)C4=CC=C(C=C4)Cl)F. Drug 2: CCN(CC)CCNC(=O)C1=C(NC(=C1C)C=C2C3=C(C=CC(=C3)F)NC2=O)C. Cell line: MDA-MB-231. Synergy scores: CSS=-2.25, Synergy_ZIP=3.28, Synergy_Bliss=4.48, Synergy_Loewe=2.27, Synergy_HSA=1.14. (3) Drug 1: C1CC(C1)(C(=O)O)C(=O)O.[NH2-].[NH2-].[Pt+2]. Drug 2: COCCOC1=C(C=C2C(=C1)C(=NC=N2)NC3=CC=CC(=C3)C#C)OCCOC. Cell line: HCT116. Synergy scores: CSS=13.9, Synergy_ZIP=-2.69, Synergy_Bliss=-0.774, Synergy_Loewe=-51.2, Synergy_HSA=0.0315. (4) Drug 1: CCN(CC)CCCC(C)NC1=C2C=C(C=CC2=NC3=C1C=CC(=C3)Cl)OC. Drug 2: C1CCC(C(C1)N)N.C(=O)(C(=O)[O-])[O-].[Pt+4]. Cell line: NCI-H460. Synergy scores: CSS=16.4, Synergy_ZIP=9.21, Synergy_Bliss=9.25, Synergy_Loewe=-11.4, Synergy_HSA=8.22. (5) Drug 1: CC12CCC3C(C1CCC2NC(=O)OCC(F)(F)F)CCC4C3(C=CC(=O)N4C)C. Drug 2: C1=C(C(=O)NC(=O)N1)F. Cell line: UACC62. Synergy scores: CSS=20.0, Synergy_ZIP=-0.757, Synergy_Bliss=1.02, Synergy_Loewe=-4.78, Synergy_HSA=0.299. (6) Drug 1: C1=NC2=C(N1)C(=S)N=CN2. Drug 2: C1CNP(=O)(OC1)N(CCCl)CCCl. Cell line: SK-MEL-28. Synergy scores: CSS=13.5, Synergy_ZIP=-4.68, Synergy_Bliss=-2.72, Synergy_Loewe=-1.96, Synergy_HSA=-1.01. (7) Drug 1: C1=CN(C(=O)N=C1N)C2C(C(C(O2)CO)O)O.Cl. Drug 2: C1CC(C1)(C(=O)O)C(=O)O.[NH2-].[NH2-].[Pt+2]. Cell line: PC-3. Synergy scores: CSS=15.7, Synergy_ZIP=-6.39, Synergy_Bliss=-2.39, Synergy_Loewe=0.0668, Synergy_HSA=0.991. (8) Drug 1: CCCS(=O)(=O)NC1=C(C(=C(C=C1)F)C(=O)C2=CNC3=C2C=C(C=N3)C4=CC=C(C=C4)Cl)F. Drug 2: C1CC(=O)NC(=O)C1N2CC3=C(C2=O)C=CC=C3N. Cell line: PC-3. Synergy scores: CSS=4.56, Synergy_ZIP=-2.01, Synergy_Bliss=-0.397, Synergy_Loewe=-1.76, Synergy_HSA=-1.74. (9) Drug 1: CN1CCC(CC1)COC2=C(C=C3C(=C2)N=CN=C3NC4=C(C=C(C=C4)Br)F)OC. Drug 2: CCCCCOC(=O)NC1=NC(=O)N(C=C1F)C2C(C(C(O2)C)O)O. Cell line: UACC-257. Synergy scores: CSS=7.40, Synergy_ZIP=-0.569, Synergy_Bliss=2.57, Synergy_Loewe=-1.89, Synergy_HSA=1.52. (10) Cell line: LOX IMVI. Synergy scores: CSS=45.3, Synergy_ZIP=2.27, Synergy_Bliss=0.657, Synergy_Loewe=-3.91, Synergy_HSA=4.43. Drug 2: N.N.Cl[Pt+2]Cl. Drug 1: C1CN(P(=O)(OC1)NCCCl)CCCl.